Dataset: Reaction yield outcomes from USPTO patents with 853,638 reactions. Task: Predict the reaction yield, written as a fraction of the theoretical maximum amount of product (1.0 means a 100% yield; for example, 0.34 means a 34% yield). (1) The reactants are Cl[CH2:2][C:3]1[N:7]([CH2:8][C:9]2[CH:14]=[CH:13][CH:12]=[CH:11][C:10]=2[CH3:15])[C:6]2[CH:16]=[CH:17][CH:18]=[CH:19][C:5]=2[N:4]=1.[CH2:20]([NH2:25])[CH2:21][CH:22]([CH3:24])[CH3:23]. The catalyst is C(#N)C. The product is [CH3:15][C:10]1[CH:11]=[CH:12][CH:13]=[CH:14][C:9]=1[CH2:8][N:7]1[C:6]2[CH:16]=[CH:17][CH:18]=[CH:19][C:5]=2[N:4]=[C:3]1[CH2:2][NH:25][CH2:20][CH2:21][CH:22]([CH3:24])[CH3:23]. The yield is 0.920. (2) The reactants are CS([O:5][CH2:6][CH2:7][CH2:8][C:9]1[O:13][N:12]=[C:11]([C:14]2[CH:19]=[CH:18][C:17]([C:20]([F:23])([F:22])[F:21])=[CH:16][CH:15]=2)[CH:10]=1)(=O)=O.[I-].[Na+].O[C:27]1[CH:31]=[C:30]([C:32]([O:34]C)=[O:33])[N:29]([CH3:36])[N:28]=1.C(=O)([O-])[O-].[K+].[K+].Cl. The catalyst is CN(C)C=O. The product is [CH3:36][N:29]1[C:30]([C:32]([OH:34])=[O:33])=[CH:31][C:27]([O:5][CH2:6][CH2:7][CH2:8][C:9]2[O:13][N:12]=[C:11]([C:14]3[CH:19]=[CH:18][C:17]([C:20]([F:23])([F:22])[F:21])=[CH:16][CH:15]=3)[CH:10]=2)=[N:28]1. The yield is 0.740. (3) The reactants are [CH2:1]([Li])CCC.I[C:7]1[CH:8]=[C:9]([CH:12]=[CH:13][C:14]=1C)[CH2:10][OH:11].C[O:17][B:18](OC)[O:19]C. No catalyst specified. The product is [OH:11][CH2:10][C:9]1[C:8]([CH3:1])=[C:7]([B:18]([OH:19])[OH:17])[CH:14]=[CH:13][CH:12]=1. The yield is 0.270. (4) The reactants are [CH3:1][O:2][C:3]1[CH:8]=[C:7]([O:9][CH3:10])[CH:6]=[C:5]([O:11][CH3:12])[CH:4]=1.[I:13](O)(=O)=O.II. The catalyst is C(O)C. The product is [I:13][C:4]1[C:5]([O:11][CH3:12])=[CH:6][C:7]([O:9][CH3:10])=[CH:8][C:3]=1[O:2][CH3:1]. The yield is 0.860. (5) The reactants are [Cl:1][C:2]1[CH:7]=[CH:6][C:5]([N:8]([CH3:10])[CH3:9])=[CH:4][C:3]=1[N:11]([S:26]([C:29]1[CH:34]=[CH:33][C:32]([O:35][CH3:36])=[C:31]([O:37][CH3:38])[CH:30]=1)(=[O:28])=[O:27])[CH2:12][C:13]([N:15]([CH2:24][CH3:25])[CH2:16][C:17]1[CH:22]=[N:21][CH:20]=[C:19]([CH3:23])[N:18]=1)=O.P12(SP3(SP(SP(S3)(S1)=S)(=S)S2)=S)=[S:40]. The catalyst is C1(C)C=CC=CC=1. The product is [Cl:1][C:2]1[CH:7]=[CH:6][C:5]([N:8]([CH3:10])[CH3:9])=[CH:4][C:3]=1[N:11]([S:26]([C:29]1[CH:34]=[CH:33][C:32]([O:35][CH3:36])=[C:31]([O:37][CH3:38])[CH:30]=1)(=[O:28])=[O:27])[CH2:12][C:13]([N:15]([CH2:24][CH3:25])[CH2:16][C:17]1[CH:22]=[N:21][CH:20]=[C:19]([CH3:23])[N:18]=1)=[S:40]. The yield is 0.570. (6) The reactants are [C:1](Cl)(=[O:8])[C:2]1[CH:7]=[CH:6][CH:5]=[CH:4][CH:3]=1.[C:10]1(O)([OH:16])[CH2:15][CH2:14][CH2:13][CH2:12][CH2:11]1.N1C=CC=CC=1.[O:24]1CCCC1. No catalyst specified. The product is [C:1]([O:8][CH:13]1[CH2:14][CH2:15][CH:10]([OH:16])[CH2:11][CH2:12]1)(=[O:24])[C:2]1[CH:7]=[CH:6][CH:5]=[CH:4][CH:3]=1. The yield is 0.860.